Dataset: Full USPTO retrosynthesis dataset with 1.9M reactions from patents (1976-2016). Task: Predict the reactants needed to synthesize the given product. (1) Given the product [Cl:1][C:2]1[CH:7]=[C:6]([O:8][CH3:9])[CH:5]=[CH:4][C:3]=1[C:10]1[C:11]2[N:24]=[C:26]([CH3:28])[C:25](=[O:29])[N:16]([CH:17]([CH2:21][CH2:22][CH3:23])[CH2:18][CH2:19][CH3:20])[C:12]=2[N:13]=[CH:14][N:15]=1, predict the reactants needed to synthesize it. The reactants are: [Cl:1][C:2]1[CH:7]=[C:6]([O:8][CH3:9])[CH:5]=[CH:4][C:3]=1[C:10]1[N:15]=[CH:14][N:13]=[C:12]([NH:16][CH:17]([CH2:21][CH2:22][CH3:23])[CH2:18][CH2:19][CH3:20])[C:11]=1[NH2:24].[C:25](OCC)(=[O:29])[C:26]([CH3:28])=O. (2) Given the product [Br:1][C:2]1[CH:7]=[C:6]([C:12]2[CH:17]=[CH:16][CH:15]=[CH:14][N:13]=2)[CH:5]=[CH:4][CH:3]=1, predict the reactants needed to synthesize it. The reactants are: [Br:1][C:2]1[CH:7]=[CH:6][CH:5]=[CH:4][C:3]=1B(O)O.Br[C:12]1[CH:17]=[CH:16][CH:15]=[CH:14][N:13]=1. (3) Given the product [CH3:1][O:2][C:3]1[CH:8]=[CH:7][C:6]([O:9][CH3:10])=[CH:5][C:4]=1[S:11]([N:14]([CH2:30][CH3:31])[C@@H:15]1[CH2:19][CH2:18][N:17]([C:20]([O:22][C:23]([CH3:26])([CH3:25])[CH3:24])=[O:21])[CH2:16]1)(=[O:12])=[O:13], predict the reactants needed to synthesize it. The reactants are: [CH3:1][O:2][C:3]1[CH:8]=[CH:7][C:6]([O:9][CH3:10])=[CH:5][C:4]=1[S:11]([NH:14][C@@H:15]1[CH2:19][CH2:18][N:17]([C:20]([O:22][C:23]([CH3:26])([CH3:25])[CH3:24])=[O:21])[CH2:16]1)(=[O:13])=[O:12].[H-].[Na+].Br[CH2:30][CH3:31]. (4) Given the product [NH2:1][CH2:2][CH:3]1[CH2:8][CH2:7][N:6]([C:28]([O:27][CH2:20][C:21]2[CH:26]=[CH:25][CH:24]=[CH:23][CH:22]=2)=[O:29])[CH2:5][CH2:4]1, predict the reactants needed to synthesize it. The reactants are: [NH2:1][CH2:2][CH:3]1[CH2:8][CH2:7][NH:6][CH2:5][CH2:4]1.C(=O)C1C=CC=CC=1.ClCCl.[CH2:20]([O:27][C:28](ON1C(=O)CCC1=O)=[O:29])[C:21]1[CH:26]=[CH:25][CH:24]=[CH:23][CH:22]=1. (5) Given the product [CH2:64]([O:63][C:60]1[CH:59]=[CH:58][C:57]([CH2:56][C@H:51]([NH:50][C:27]([C@@H:17](/[CH:16]=[CH:15]/[CH2:14][CH2:13][CH2:12][CH2:11][CH2:10][CH2:9][S:8][CH2:1][CH2:2][CH2:3][CH2:4][CH2:5][CH2:6][CH3:7])[C@@:18]([OH:26])([CH2:22][CH2:23][O:24][CH3:25])[C:19]([O:21][C:17]([CH3:27])([CH3:18])[CH3:16])=[O:20])=[O:28])[C:52]([O:54][CH3:55])=[O:53])=[CH:62][CH:61]=1)[C:65]#[C:66][CH3:67], predict the reactants needed to synthesize it. The reactants are: [CH2:1]([S:8][CH2:9][CH2:10][CH2:11][CH2:12][CH2:13][CH2:14]/[CH:15]=[CH:16]/[C@H:17]([C:27](N1[C@@H](C(C)C)C(C2C=CC=CC=2)(C2C=CC=CC=2)SC1=O)=[O:28])[C@@:18]([OH:26])([CH2:22][CH2:23][O:24][CH3:25])[C:19]([O-:21])=[O:20])[CH2:2][CH2:3][CH2:4][CH2:5][CH2:6][CH3:7].[NH2:50][C@@H:51]([CH2:56][C:57]1[CH:62]=[CH:61][C:60]([O:63][CH2:64][C:65]#[C:66][CH3:67])=[CH:59][CH:58]=1)[C:52]([O:54][CH3:55])=[O:53].